Dataset: M1 muscarinic receptor antagonist screen with 61,756 compounds. Task: Binary Classification. Given a drug SMILES string, predict its activity (active/inactive) in a high-throughput screening assay against a specified biological target. (1) The molecule is S(CC(=O)Nc1sc(cn1)C)c1oc(nn1)Cc1ccccc1. The result is 0 (inactive). (2) The molecule is S\1C(CC(=O)N(C1=N/c1ccc(cc1)C(OCC)=O)CC=C)C(=O)NC. The result is 0 (inactive). (3) The molecule is s1c2n(c3c(c2cc1C(OCC(=O)N1c2c(NC(=O)C1)cccc2)=O)cccc3)C. The result is 0 (inactive). (4) The result is 0 (inactive). The compound is O=C(N1CCN(CC1)C(c1ccccc1)c1ccccc1)c1c(cc(oc1C)=O)C. (5) The compound is o1nc(cc1C(C)C)C(=O)Nc1cc2OCOc2cc1. The result is 0 (inactive). (6) The molecule is S=c1n(CCCC(=O)N2CCN(CC2)c2ccc(F)cc2)c(=O)c2c([nH]1)cc1OCOc1c2. The result is 0 (inactive). (7) The molecule is Brc1ccc(C(=N\O)/C(NO)(C)C)cc1. The result is 0 (inactive).